Dataset: Forward reaction prediction with 1.9M reactions from USPTO patents (1976-2016). Task: Predict the product of the given reaction. (1) Given the reactants C(C1C2NC3C(=CC=CC=3)N(CC)C=2C=CC=1)(O)=O.CC1C=C2C(N(CC)C3C=CC=C(C(O)=O)C=3N2)=CC=1.[NH2:40][C:41]1[CH:46]=[CH:45][CH:44]=[CH:43][CH:42]=1.NC1C(C)=CC=CC=1.Br[C:56]1[C:64]([N+:65]([O-:67])=[O:66])=[CH:63][CH:62]=[CH:61][C:57]=1[C:58]([OH:60])=[O:59].C(N1CCOCC1)C, predict the reaction product. The product is: [C:41]1([NH:40][C:56]2[C:57](=[CH:61][CH:62]=[CH:63][C:64]=2[N+:65]([O-:67])=[O:66])[C:58]([OH:60])=[O:59])[CH:46]=[CH:45][CH:44]=[CH:43][CH:42]=1. (2) Given the reactants CN(C)CC#CC1C=C([C@@H]2[C@@H](C3C=CC=C(F)C=3)OC(=O)N2)C=NC=1.Br[C:27]1[CH:28]=[C:29]([C@@H:33]2[C@@H:37]([C:38]3[CH:43]=[CH:42][C:41]([F:44])=[C:40]([F:45])[CH:39]=3)[O:36][C:35](=[O:46])[NH:34]2)[CH:30]=[N:31][CH:32]=1.[C:47]([CH:49]1[CH2:52][C:51]([F:54])([F:53])[CH2:50]1)#[CH:48], predict the reaction product. The product is: [F:53][C:51]1([F:54])[CH2:52][CH:49]([C:47]#[C:48][C:27]2[CH:28]=[C:29]([C@@H:33]3[C@@H:37]([C:38]4[CH:43]=[CH:42][C:41]([F:44])=[C:40]([F:45])[CH:39]=4)[O:36][C:35](=[O:46])[NH:34]3)[CH:30]=[N:31][CH:32]=2)[CH2:50]1. (3) Given the reactants [N+:1]([C:4]1[S:8][C:7]([NH:9][C:10](=[O:15])CCCC)=[N:6][CH:5]=1)([O-:3])=[O:2].[NH2:16][C:17]1N=C(NC2C=CC(OC)=CC=2)S[C:21]=1[C:22](=O)[CH3:23].C(NC(NC1SC([N+]([O-])=O)=CN=1)=O)C1C=CC=CC=1.COC1C=CC(CCC(NC2SC([N+]([O-])=O)=CN=2)=O)=CC=1.COC1C=CC(CCCC(NC2SC([N+]([O-])=O)=CN=2)=O)=CC=1.COC1C=C(CC(NC2SC([N+]([O-])=O)=CN=2)=O)C=CC=1.FC1C=CC(C(C)C(NC2SC([N+]([O-])=O)=CN=2)=O)=CC=1.CC1C=C(CC(NC2SC([N+]([O-])=O)=CN=2)=O)C=CC=1.C(NC(NC1C2C(=CC=CC=2)C=CC=1)=O)C1C=CC=CC=1, predict the reaction product. The product is: [CH2:17]([NH:16][C:10]([NH:9][C:7]1[S:8][C:4]([N+:1]([O-:3])=[O:2])=[CH:5][N:6]=1)=[O:15])[CH2:21][CH2:22][CH3:23]. (4) The product is: [Cl:1][C:2]1[CH:9]=[C:8]([N:10]2[C@@H:16]([CH3:17])[C@:15]([OH:18])([CH3:20])[C:12]3([CH2:14][CH2:13]3)[C:11]2=[O:19])[CH:7]=[CH:6][C:3]=1[C:4]#[N:5]. Given the reactants [Cl:1][C:2]1[CH:9]=[C:8]([N:10]2[C@@H:16]([CH3:17])[C:15](=[O:18])[C:12]3([CH2:14][CH2:13]3)[C:11]2=[O:19])[CH:7]=[CH:6][C:3]=1[C:4]#[N:5].[CH3:20][Mg]Br.O1CCCC1, predict the reaction product. (5) Given the reactants [CH2:1]([O:8][CH2:9][C@H:10]1[C@@H:14]([O:15][Si:16]([C:19]([CH3:22])([CH3:21])[CH3:20])([CH3:18])[CH3:17])[CH2:13][C@@H:12]([OH:23])[CH2:11]1)[C:2]1[CH:7]=[CH:6][CH:5]=[CH:4][CH:3]=1.N1C=CC=CC=1.[CH3:30][S:31](Cl)(=[O:33])=[O:32], predict the reaction product. The product is: [CH3:30][S:31]([O:23][C@@H:12]1[CH2:13][C@H:14]([O:15][Si:16]([C:19]([CH3:20])([CH3:22])[CH3:21])([CH3:18])[CH3:17])[C@H:10]([CH2:9][O:8][CH2:1][C:2]2[CH:7]=[CH:6][CH:5]=[CH:4][CH:3]=2)[CH2:11]1)(=[O:33])=[O:32]. (6) The product is: [CH2:2]([P:10](=[O:14])([O:11][CH2:12][CH3:13])[O:9][CH2:7][CH3:8])[CH2:3][CH2:4][CH:5]=[CH2:6]. Given the reactants Br[CH2:2][CH2:3][CH2:4][CH:5]=[CH2:6].[CH2:7]([O:9][P:10]([O:14]CC)[O:11][CH2:12][CH3:13])[CH3:8], predict the reaction product. (7) Given the reactants [C:1]([C:4]1[CH2:5][CH2:6][CH2:7][C:8]2([CH3:23])[C:12]=1[N:11]([CH2:13][C:14]1[CH:19]=[CH:18][CH:17]=[C:16]([O:20][CH3:21])[CH:15]=1)[C:10](=[O:22])[CH2:9]2)(=[O:3])[CH3:2].[Br:24]Br, predict the reaction product. The product is: [Br:24][CH2:2][C:1]([C:4]1[CH2:5][CH2:6][CH2:7][C:8]2([CH3:23])[C:12]=1[N:11]([CH2:13][C:14]1[CH:19]=[CH:18][CH:17]=[C:16]([O:20][CH3:21])[CH:15]=1)[C:10](=[O:22])[CH2:9]2)=[O:3]. (8) Given the reactants [CH3:1][Si:2]([CH3:15])([CH3:14])[CH2:3][CH2:4][O:5][CH2:6][N:7]1[CH:11]=[C:10]([C:12]#[N:13])[N:9]=[CH:8]1.[CH3:16][CH2:17][Mg+].[Br-].O, predict the reaction product. The product is: [CH3:1][Si:2]([CH3:15])([CH3:14])[CH2:3][CH2:4][O:5][CH2:6][N:7]1[CH:11]=[C:10]([C:12]2([NH2:13])[CH2:17][CH2:16]2)[N:9]=[CH:8]1.